This data is from Full USPTO retrosynthesis dataset with 1.9M reactions from patents (1976-2016). The task is: Predict the reactants needed to synthesize the given product. The reactants are: [O:1]1[CH2:6][CH2:5][N:4]([C:7]2[C:11]3[CH:12]=[C:13]4[C:18](=[CH:19][C:10]=3[N:9](C(C3C=CC=CC=3)(C3C=CC=CC=3)C3C=CC=CC=3)[N:8]=2)[NH:17][C:16](=[O:20])[CH:15]=[CH:14]4)[CH2:3][CH2:2]1.C(Cl)Cl.C(O)(C(F)(F)F)=O.C([SiH](CC)CC)C. Given the product [O:1]1[CH2:2][CH2:3][N:4]([C:7]2[C:11]3[CH:12]=[C:13]4[C:18](=[CH:19][C:10]=3[NH:9][N:8]=2)[NH:17][C:16](=[O:20])[CH:15]=[CH:14]4)[CH2:5][CH2:6]1, predict the reactants needed to synthesize it.